This data is from TCR-epitope binding with 47,182 pairs between 192 epitopes and 23,139 TCRs. The task is: Binary Classification. Given a T-cell receptor sequence (or CDR3 region) and an epitope sequence, predict whether binding occurs between them. (1) The epitope is GTSGSPIIDK. The TCR CDR3 sequence is CASRLNRGPGEQYF. Result: 1 (the TCR binds to the epitope). (2) The epitope is NLDSKVGGNY. The TCR CDR3 sequence is CASSVNPGQGANYGYTF. Result: 0 (the TCR does not bind to the epitope). (3) The epitope is KLSYGIATV. The TCR CDR3 sequence is CASSEIDRFSEAFF. Result: 1 (the TCR binds to the epitope). (4) The epitope is KPLEFGATSAAL. The TCR CDR3 sequence is CASSLLGGSTNTGELFF. Result: 0 (the TCR does not bind to the epitope). (5) Result: 0 (the TCR does not bind to the epitope). The TCR CDR3 sequence is CASSHPGSGLEQYF. The epitope is LPAADLDDF. (6) The epitope is YSEHPTFTSQY. The TCR CDR3 sequence is CASRLSDSPSYEQYF. Result: 0 (the TCR does not bind to the epitope). (7) The epitope is YLQPRTFLL. The TCR CDR3 sequence is CASQGLNTGELFF. Result: 1 (the TCR binds to the epitope).